Dataset: Peptide-MHC class I binding affinity with 185,985 pairs from IEDB/IMGT. Task: Regression. Given a peptide amino acid sequence and an MHC pseudo amino acid sequence, predict their binding affinity value. This is MHC class I binding data. (1) The peptide sequence is IFLKPDETF. The MHC is HLA-B15:17 with pseudo-sequence HLA-B15:17. The binding affinity (normalized) is 0.0847. (2) The peptide sequence is KSQVLQQSTY. The MHC is HLA-A30:02 with pseudo-sequence HLA-A30:02. The binding affinity (normalized) is 0.486. (3) The peptide sequence is KRFLNGAKY. The MHC is HLA-B15:01 with pseudo-sequence HLA-B15:01. The binding affinity (normalized) is 0.249. (4) The peptide sequence is FWLMVYEGL. The MHC is HLA-A02:11 with pseudo-sequence HLA-A02:11. The binding affinity (normalized) is 0.610. (5) The peptide sequence is ANISSEATTPV. The MHC is Mamu-B01 with pseudo-sequence Mamu-B01. The binding affinity (normalized) is 0. (6) The peptide sequence is DIIDLLLPST. The MHC is HLA-A02:06 with pseudo-sequence HLA-A02:06. The binding affinity (normalized) is 0.478. (7) The peptide sequence is QLAFTYCQV. The MHC is HLA-A69:01 with pseudo-sequence HLA-A69:01. The binding affinity (normalized) is 0.535.